The task is: Regression. Given two drug SMILES strings and cell line genomic features, predict the synergy score measuring deviation from expected non-interaction effect.. This data is from NCI-60 drug combinations with 297,098 pairs across 59 cell lines. (1) Drug 1: COC1=CC(=CC(=C1O)OC)C2C3C(COC3=O)C(C4=CC5=C(C=C24)OCO5)OC6C(C(C7C(O6)COC(O7)C8=CC=CS8)O)O. Drug 2: COC1=C2C(=CC3=C1OC=C3)C=CC(=O)O2. Cell line: SK-MEL-28. Synergy scores: CSS=-0.822, Synergy_ZIP=-2.93, Synergy_Bliss=-1.21, Synergy_Loewe=-23.7, Synergy_HSA=-3.84. (2) Drug 1: CC1=C(C=C(C=C1)NC2=NC=CC(=N2)N(C)C3=CC4=NN(C(=C4C=C3)C)C)S(=O)(=O)N.Cl. Drug 2: CC1C(C(CC(O1)OC2CC(CC3=C2C(=C4C(=C3O)C(=O)C5=C(C4=O)C(=CC=C5)OC)O)(C(=O)C)O)N)O.Cl. Cell line: RXF 393. Synergy scores: CSS=21.2, Synergy_ZIP=7.40, Synergy_Bliss=9.94, Synergy_Loewe=-0.204, Synergy_HSA=11.4.